This data is from Full USPTO retrosynthesis dataset with 1.9M reactions from patents (1976-2016). The task is: Predict the reactants needed to synthesize the given product. The reactants are: CC1C=C(N2CCN(CCOC3C=CC=CC=3)C2=O)SC=1C(O)=O.[F:25][C:26]1[CH:47]=[CH:46][C:29]([CH2:30][N:31]2[CH2:35][CH2:34][N:33]([C:36]3[S:40][C:39]([C:41]([OH:43])=O)=[C:38]([CH3:44])[CH:37]=3)[C:32]2=[O:45])=[CH:28][CH:27]=1.O.C(O)(=O)C(O)=O.C(O)(=O)C(O)=O.[CH3:61][C:62]1[C:66]([CH2:67][NH2:68])=[C:65]([CH3:69])[NH:64][N:63]=1. Given the product [CH3:61][C:62]1[C:66]([CH2:67][NH:68][C:41]([C:39]2[S:40][C:36]([N:33]3[CH2:34][CH2:35][N:31]([CH2:30][C:29]4[CH:46]=[CH:47][C:26]([F:25])=[CH:27][CH:28]=4)[C:32]3=[O:45])=[CH:37][C:38]=2[CH3:44])=[O:43])=[C:65]([CH3:69])[NH:64][N:63]=1, predict the reactants needed to synthesize it.